Predict which catalyst facilitates the given reaction. From a dataset of Catalyst prediction with 721,799 reactions and 888 catalyst types from USPTO. (1) Reactant: [H-].[Na+].[CH2:3]([NH:6][S:7]([C:10]1[C:15]([CH3:16])=[CH:14][C:13]([CH3:17])=[CH:12][C:11]=1[CH3:18])(=[O:9])=[O:8])[CH2:4][CH3:5].[Br:19][CH2:20][CH2:21][CH2:22][CH2:23]Br. Product: [Br:19][CH2:20][CH2:21][CH2:22][CH2:23][N:6]([CH2:3][CH2:4][CH3:5])[S:7]([C:10]1[C:15]([CH3:16])=[CH:14][C:13]([CH3:17])=[CH:12][C:11]=1[CH3:18])(=[O:9])=[O:8]. The catalyst class is: 3. (2) Reactant: I[C:2]1[N:6]([CH3:7])[C:5]([C:8]2[CH:13]=[CH:12][CH:11]=[CH:10][N:9]=2)=[N:4][C:3]=1[C:14]1[CH:19]=[CH:18][C:17]([C:20]2[O:21][CH:22]=NN=2)=[CH:16][CH:15]=1.C([O-])([O-])=[O:26].[Cs+].[Cs+].CI. Product: [CH3:7][N:6]1[CH:2]=[C:3]([C:14]2[CH:19]=[CH:18][C:17]([C:20]([O:21][CH3:22])=[O:26])=[CH:16][CH:15]=2)[N:4]=[C:5]1[C:8]1[CH:13]=[CH:12][CH:11]=[CH:10][N:9]=1. The catalyst class is: 1. (3) Reactant: C([O:3][C:4](=O)[C:5]([C:8]1[CH:13]=[CH:12][C:11]([N+:14]([O-])=O)=[CH:10][C:9]=1[N+:17]([O-])=O)([CH3:7])[CH3:6])C. Product: [NH2:14][C:11]1[CH:10]=[C:9]2[C:8]([C:5]([CH3:7])([CH3:6])[C:4](=[O:3])[NH:17]2)=[CH:13][CH:12]=1. The catalyst class is: 43. (4) Reactant: [CH:1]([NH:3][C:4]1[CH:9]=[CH:8][CH:7]=[CH:6][C:5]=1[CH3:10])=O.P12(SP3(SP(SP(S3)(S1)=S)(=S)S2)=S)=[S:12].[Cl:25][CH2:26][CH2:27][C:28](=O)[CH3:29].C([O-])([O-])=O.[Na+].[Na+]. Product: [Cl-:25].[CH3:10][C:5]1[CH:6]=[CH:7][CH:8]=[CH:9][C:4]=1[N+:3]1[C:27]([CH3:26])=[C:28]([CH3:29])[S:12][CH:1]=1. The catalyst class is: 38.